This data is from Forward reaction prediction with 1.9M reactions from USPTO patents (1976-2016). The task is: Predict the product of the given reaction. Given the reactants Br[C:2]1[CH:7]=[C:6]([F:8])[CH:5]=[C:4]([F:9])[CH:3]=1.O1CC(=O)C1.[CH2:15]1[CH2:19][O:18][CH2:17][CH2:16]1, predict the reaction product. The product is: [F:9][C:4]1[CH:3]=[C:2]([C:19]2([OH:18])[CH2:15][CH2:16][CH2:17]2)[CH:7]=[C:6]([F:8])[CH:5]=1.